This data is from Catalyst prediction with 721,799 reactions and 888 catalyst types from USPTO. The task is: Predict which catalyst facilitates the given reaction. (1) Reactant: Cl[C:2]1[S:3][C:4]2[CH:10]=[C:9]([N+:11]([O-])=O)[CH:8]=[CH:7][C:5]=2[N:6]=1.[CH3:14][N:15]([CH3:21])[C@@H:16]1[CH2:20][CH2:19][NH:18][CH2:17]1.C(OCC)(=O)C. Product: [CH3:14][N:15]([CH3:21])[CH:16]1[CH2:20][CH2:19][N:18]([C:2]2[S:3][C:4]3[CH:10]=[C:9]([NH2:11])[CH:8]=[CH:7][C:5]=3[N:6]=2)[CH2:17]1. The catalyst class is: 1. (2) Product: [C:3]([O:7][C:8](=[O:16])/[CH:9]=[CH:10]/[C:11]1[CH:15]=[CH:14][N:13]([S:23]([C:20]2[CH:21]=[CH:22][C:17]([CH3:27])=[CH:18][CH:19]=2)(=[O:25])=[O:24])[CH:12]=1)([CH3:6])([CH3:4])[CH3:5]. The catalyst class is: 7. Reactant: [H-].[Na+].[C:3]([O:7][C:8](=[O:16])/[CH:9]=[CH:10]/[C:11]1[CH:15]=[CH:14][NH:13][CH:12]=1)([CH3:6])([CH3:5])[CH3:4].[C:17]1([CH3:27])[CH:22]=[CH:21][C:20]([S:23](Cl)(=[O:25])=[O:24])=[CH:19][CH:18]=1.[Cl-].[Na+]. (3) Product: [Br:8][C:5]1[CH:6]=[CH:7][C:2]([C:10]([CH3:12])([CH3:11])[C:9]#[N:13])=[N:3][CH:4]=1. Reactant: Br[C:2]1[CH:7]=[CH:6][C:5]([Br:8])=[CH:4][N:3]=1.[C:9](#[N:13])[CH:10]([CH3:12])[CH3:11]. The catalyst class is: 11.